From a dataset of Catalyst prediction with 721,799 reactions and 888 catalyst types from USPTO. Predict which catalyst facilitates the given reaction. (1) The catalyst class is: 7. Product: [N:1]([C:2]1[CH:3]=[N:4][CH:5]=[CH:6][C:7]=1[C@H:8]1[CH2:13][C@@H:12]([NH:14][C:15](=[O:21])[O:16][C:17]([CH3:18])([CH3:20])[CH3:19])[CH:11]=[C:10]([CH3:22])[CH2:9]1)=[C:23]=[S:24]. Reactant: [NH2:1][C:2]1[CH:3]=[N:4][CH:5]=[CH:6][C:7]=1[C@H:8]1[CH2:13][C@@H:12]([NH:14][C:15](=[O:21])[O:16][C:17]([CH3:20])([CH3:19])[CH3:18])[CH:11]=[C:10]([CH3:22])[CH2:9]1.[C:23](N1C=CN=C1)(N1C=CN=C1)=[S:24]. (2) Reactant: [N:1]1[C:8]([Cl:9])=[N:7][C:5](Cl)=[N:4][C:2]=1[Cl:3].[Cl:10][C:11]1[CH:16]=[CH:15][C:14]([CH2:17][CH2:18][CH2:19][NH:20][CH3:21])=[CH:13][CH:12]=1. Product: [Cl:9][C:8]1[N:1]=[C:2]([Cl:3])[N:4]=[C:5]([N:20]([CH2:19][CH2:18][CH2:17][C:14]2[CH:13]=[CH:12][C:11]([Cl:10])=[CH:16][CH:15]=2)[CH3:21])[N:7]=1. The catalyst class is: 2. (3) Reactant: [C:1]([C:3]1[CH:4]=[C:5]([C:19]2[CH:24]=[CH:23][C:22]([O:25][CH3:26])=[C:21]([F:27])[CH:20]=2)[CH:6]=[CH:7][C:8]=1[NH:9][C:10]1[CH:18]=[CH:17][C:13]([C:14]([OH:16])=[O:15])=[CH:12][CH:11]=1)#[N:2].C(O)(=[O:30])C. Product: [C:1]([C:3]1[CH:4]=[C:5]([C:19]2[CH:24]=[CH:23][C:22]([O:25][CH3:26])=[C:21]([F:27])[CH:20]=2)[CH:6]=[C:7]2[C:8]=1[NH:9][C:10]1[CH:11]=[CH:12][C:13]([C:14]([OH:16])=[O:15])=[CH:17][C:18]2=1)(=[O:30])[NH2:2]. The catalyst class is: 167. (4) Reactant: [CH3:1][N:2]([CH2:4][C:5]1[C:13]2[O:12][N:11]=[C:10]([CH2:14][CH2:15][CH:16]3[CH2:21][CH2:20][N:19]([CH2:22][C:23]4[CH:28]=[CH:27][CH:26]=[C:25]([Cl:29])[N:24]=4)[CH2:18][CH2:17]3)[C:9]=2[CH:8]=[CH:7][C:6]=1[O:30][CH2:31][CH:32]1[CH2:34][CH2:33]1)[CH3:3].[C:35]([OH:42])(=[O:41])/[CH:36]=[CH:37]/[C:38]([OH:40])=[O:39]. Product: [C:35]([OH:42])(=[O:41])/[CH:36]=[CH:37]/[C:38]([OH:40])=[O:39].[C:35]([OH:42])(=[O:41])/[CH:36]=[CH:37]/[C:38]([OH:40])=[O:39].[CH3:1][N:2]([CH2:4][C:5]1[C:13]2[O:12][N:11]=[C:10]([CH2:14][CH2:15][CH:16]3[CH2:17][CH2:18][N:19]([CH2:22][C:23]4[CH:28]=[CH:27][CH:26]=[C:25]([Cl:29])[N:24]=4)[CH2:20][CH2:21]3)[C:9]=2[CH:8]=[CH:7][C:6]=1[O:30][CH2:31][CH:32]1[CH2:33][CH2:34]1)[CH3:3]. The catalyst class is: 5.